From a dataset of Reaction yield outcomes from USPTO patents with 853,638 reactions. Predict the reaction yield, written as a fraction of the theoretical maximum amount of product (1.0 means a 100% yield; for example, 0.34 means a 34% yield). The reactants are N1CCC[C@H]1C(O)=O.[OH-].[Na+].[CH3:11][O:12][C:13](=[O:22])[C:14]1[CH:19]=[C:18](I)[CH:17]=[C:16]([Cl:21])[CH:15]=1.[CH3:23][S:24]([O-:26])=[O:25].[Na+].C(=O)(O)[O-].[Na+]. The catalyst is CS(C)=O.[Cu]I.C(OCC)(=O)C. The product is [CH3:11][O:12][C:13](=[O:22])[C:14]1[CH:19]=[C:18]([S:24]([CH3:23])(=[O:26])=[O:25])[CH:17]=[C:16]([Cl:21])[CH:15]=1. The yield is 0.550.